Dataset: Acute oral toxicity (LD50) regression data from Zhu et al.. Task: Regression/Classification. Given a drug SMILES string, predict its toxicity properties. Task type varies by dataset: regression for continuous values (e.g., LD50, hERG inhibition percentage) or binary classification for toxic/non-toxic outcomes (e.g., AMES mutagenicity, cardiotoxicity, hepatotoxicity). Dataset: ld50_zhu. (1) The molecule is CC(NCCNC(C)c1ccccc1)c1ccccc1. The rat oral LD50 is 2.32, given as -log10 of the dose in mol/kg body weight (higher means more acutely toxic). (2) The drug is COc1cc2c(c3oc4cccc(O)c4c(=O)c13)C1C=COC1O2. The rat oral LD50 is 3.43, given as -log10 of the dose in mol/kg body weight (higher means more acutely toxic). (3) The molecule is CCOP(=S)(OCC)SCSCC. The rat oral LD50 is 5.42, given as -log10 of the dose in mol/kg body weight (higher means more acutely toxic). (4) The molecule is CC(C)(O)Cc1ccccc1. The rat oral LD50 is 2.07, given as -log10 of the dose in mol/kg body weight (higher means more acutely toxic).